Dataset: Catalyst prediction with 721,799 reactions and 888 catalyst types from USPTO. Task: Predict which catalyst facilitates the given reaction. (1) Reactant: [CH2:1]([C:3]1[CH:4]=[CH:5][C:6]2[N:7]([C:9]([S:13]([NH2:16])(=[O:15])=[O:14])=[C:10]([CH3:12])[N:11]=2)[N:8]=1)[CH3:2].[CH3:17][O:18][C:19]1[CH:24]=[C:23]([O:25][CH3:26])[N:22]=[C:21]([NH:27][C:28](=O)[O:29]C2C=CC=CC=2)[N:20]=1.C1CCN2C(=NCCC2)CC1.Cl. Product: [CH3:26][O:25][C:23]1[CH:24]=[C:19]([O:18][CH3:17])[N:20]=[C:21]([NH:27][C:28]([NH:16][S:13]([C:9]2[N:7]3[N:8]=[C:3]([CH2:1][CH3:2])[CH:4]=[CH:5][C:6]3=[N:11][C:10]=2[CH3:12])(=[O:14])=[O:15])=[O:29])[N:22]=1. The catalyst class is: 10. (2) Reactant: [Br:1][C:2]1[C:10]2[C:5](=[CH:6][CH:7]=[C:8]([C:11]#[N:12])[CH:9]=2)[N:4]([CH:13]2[CH2:18][CH2:17][CH2:16][CH2:15][O:14]2)[N:3]=1.[OH:19]O.[OH-].[Na+].Cl. Product: [Br:1][C:2]1[C:10]2[C:5](=[CH:6][CH:7]=[C:8]([C:11]([NH2:12])=[O:19])[CH:9]=2)[N:4]([CH:13]2[CH2:18][CH2:17][CH2:16][CH2:15][O:14]2)[N:3]=1. The catalyst class is: 8. (3) The catalyst class is: 19. Product: [NH2:1][C:4]1[CH:5]=[C:6]([C:10]2([C:15]#[N:16])[CH2:14][CH2:13][CH2:12][CH2:11]2)[CH:7]=[CH:8][CH:9]=1. Reactant: [N+:1]([C:4]1[CH:5]=[C:6]([C:10]2([C:15]#[N:16])[CH2:14][CH2:13][CH2:12][CH2:11]2)[CH:7]=[CH:8][CH:9]=1)([O-])=O. (4) Reactant: C(O[C:6](=O)[N:7](C)[CH:8]([C:10](=[O:39])[NH:11][CH:12]1[CH:20]2[C:21](=[O:38])[CH2:22][CH:23]([C:25](=[O:37])[NH:26][CH:27]3[C:36]4[C:31](=[CH:32][CH:33]=[CH:34][CH:35]=4)[CH2:30][CH2:29][CH2:28]3)[CH2:24][N:18]3[C:19]2=[C:15]([CH:16]=[CH:17]3)[CH2:14][CH2:13]1)[CH3:9])(C)(C)C.Cl.O1CCOCC1. Product: [CH:27]1([NH:26][C:25]([CH:23]2[CH2:24][N:18]3[C:19]4[CH:20]([CH:12]([NH:11][C:10](=[O:39])[CH:8]([NH:7][CH3:6])[CH3:9])[CH2:13][CH2:14][C:15]=4[CH:16]=[CH:17]3)[C:21](=[O:38])[CH2:22]2)=[O:37])[C:36]2[C:31](=[CH:32][CH:33]=[CH:34][CH:35]=2)[CH2:30][CH2:29][CH2:28]1. The catalyst class is: 13. (5) Reactant: [CH3:1][O:2][C:3]([C:5]1[CH2:10][NH:9][CH2:8][CH2:7][CH:6]=1)=[O:4].Cl.[CH2:12]1[C:26]2[C:21](=[CH:22][CH:23]=[CH:24][CH:25]=2)[CH:20](Cl)[C:19]2[C:14](=[CH:15][CH:16]=[CH:17][CH:18]=2)[CH2:13]1.N[C@H](C(O)=O)CC1C=C2C(C=CC=C2)=CC=1.C(N(CC)CC)C. Product: [CH3:1][O:2][C:3]([C:5]1[CH2:10][N:9]([CH:20]2[C:19]3[CH:18]=[CH:17][CH:16]=[CH:15][C:14]=3[CH2:13][CH2:12][C:26]3[CH:25]=[CH:24][CH:23]=[CH:22][C:21]2=3)[CH2:8][CH2:7][CH:6]=1)=[O:4]. The catalyst class is: 12. (6) Reactant: [CH2:1]([O:8][C:9]1[CH:10]=[C:11]([CH:23]=[CH:24][CH:25]=1)[O:12][C:13]1[CH:20]=[C:19]([CH3:21])[C:16]([CH:17]=[O:18])=[C:15]([OH:22])[CH:14]=1)[C:2]1[CH:7]=[CH:6][CH:5]=[CH:4][CH:3]=1.CCN(CC)CC.[O:33](S(C(F)(F)F)(=O)=O)[S:34]([C:37]([F:40])([F:39])[F:38])(=O)=[O:35].O. Product: [CH2:1]([O:8][C:9]1[CH:10]=[C:11]([CH:23]=[CH:24][CH:25]=1)[O:12][C:13]1[CH:20]=[C:19]([CH3:21])[C:16]([CH:17]=[O:18])=[C:15]([O:22][S:34]([C:37]([F:40])([F:39])[F:38])(=[O:35])=[O:33])[CH:14]=1)[C:2]1[CH:3]=[CH:4][CH:5]=[CH:6][CH:7]=1. The catalyst class is: 2. (7) Reactant: [Si]([O:8][CH2:9][CH2:10][C@H:11]1[C:16]2[CH:17]=[CH:18][C:19]([N:21]=[C:22]([C:29]3[CH:34]=[CH:33][CH:32]=[CH:31][CH:30]=3)[C:23]3[CH:28]=[CH:27][CH:26]=[CH:25][CH:24]=3)=[CH:20][C:15]=2[CH2:14][CH2:13][O:12]1)(C(C)(C)C)(C)C.OCC[C@H]1C2C=CC(C(N)=O)=CC=2CCO1. Product: [C:29]1([C:22](=[N:21][C:19]2[CH:18]=[CH:17][C:16]3[C@H:11]([CH2:10][CH2:9][OH:8])[O:12][CH2:13][CH2:14][C:15]=3[CH:20]=2)[C:23]2[CH:28]=[CH:27][CH:26]=[CH:25][CH:24]=2)[CH:34]=[CH:33][CH:32]=[CH:31][CH:30]=1. The catalyst class is: 15.